This data is from NCI-60 drug combinations with 297,098 pairs across 59 cell lines. The task is: Regression. Given two drug SMILES strings and cell line genomic features, predict the synergy score measuring deviation from expected non-interaction effect. (1) Drug 1: C1CC(=O)NC(=O)C1N2CC3=C(C2=O)C=CC=C3N. Drug 2: CC1CCC2CC(C(=CC=CC=CC(CC(C(=O)C(C(C(=CC(C(=O)CC(OC(=O)C3CCCCN3C(=O)C(=O)C1(O2)O)C(C)CC4CCC(C(C4)OC)OCCO)C)C)O)OC)C)C)C)OC. Cell line: HCT-15. Synergy scores: CSS=17.7, Synergy_ZIP=-4.65, Synergy_Bliss=1.81, Synergy_Loewe=2.42, Synergy_HSA=2.51. (2) Drug 1: CCCCCOC(=O)NC1=NC(=O)N(C=C1F)C2C(C(C(O2)C)O)O. Drug 2: CC1=C(N=C(N=C1N)C(CC(=O)N)NCC(C(=O)N)N)C(=O)NC(C(C2=CN=CN2)OC3C(C(C(C(O3)CO)O)O)OC4C(C(C(C(O4)CO)O)OC(=O)N)O)C(=O)NC(C)C(C(C)C(=O)NC(C(C)O)C(=O)NCCC5=NC(=CS5)C6=NC(=CS6)C(=O)NCCC[S+](C)C)O. Cell line: LOX IMVI. Synergy scores: CSS=32.7, Synergy_ZIP=0.971, Synergy_Bliss=-1.12, Synergy_Loewe=-29.3, Synergy_HSA=-1.87. (3) Drug 1: CC1=C(C=C(C=C1)NC2=NC=CC(=N2)N(C)C3=CC4=NN(C(=C4C=C3)C)C)S(=O)(=O)N.Cl. Drug 2: C1=CC(=CC=C1C#N)C(C2=CC=C(C=C2)C#N)N3C=NC=N3. Cell line: NCIH23. Synergy scores: CSS=1.24, Synergy_ZIP=-0.785, Synergy_Bliss=0.269, Synergy_Loewe=0.856, Synergy_HSA=0.287. (4) Drug 2: COC1=C2C(=CC3=C1OC=C3)C=CC(=O)O2. Cell line: SF-268. Synergy scores: CSS=18.2, Synergy_ZIP=-0.196, Synergy_Bliss=2.21, Synergy_Loewe=-28.4, Synergy_HSA=0.739. Drug 1: C1C(C(OC1N2C=C(C(=O)NC2=O)F)CO)O. (5) Drug 1: CN1C(=O)N2C=NC(=C2N=N1)C(=O)N. Drug 2: C1CN(P(=O)(OC1)NCCCl)CCCl. Cell line: NCI-H322M. Synergy scores: CSS=-3.28, Synergy_ZIP=2.38, Synergy_Bliss=-0.873, Synergy_Loewe=-3.59, Synergy_HSA=-5.45.